This data is from Full USPTO retrosynthesis dataset with 1.9M reactions from patents (1976-2016). The task is: Predict the reactants needed to synthesize the given product. (1) Given the product [Br:1][C:2]([CH3:21])([CH3:20])[C:3]([O:5][CH2:6][C:7]([CH2:12][O:13][C:14](=[O:19])[C:15]([Br:18])([CH3:16])[CH3:17])([CH3:11])[C:8]([O:10][CH2:29][CH2:28][O:27][CH2:26][CH2:25][N:22]=[N+:23]=[N-:24])=[O:9])=[O:4], predict the reactants needed to synthesize it. The reactants are: [Br:1][C:2]([CH3:21])([CH3:20])[C:3]([O:5][CH2:6][C:7]([CH2:12][O:13][C:14](=[O:19])[C:15]([Br:18])([CH3:17])[CH3:16])([CH3:11])[C:8]([OH:10])=[O:9])=[O:4].[N:22]([CH2:25][CH2:26][O:27][CH2:28][CH2:29]O)=[N+:23]=[N-:24].C1(C)C=CC(S([O-])(=O)=O)=CC=1.C[N+]1(C)C=CC=CC1.C1CCC(N=C=NC2CCCCC2)CC1. (2) Given the product [CH3:19][O:1][C:2]1([C:11]([F:14])([F:13])[F:12])[CH2:7][CH2:6][CH:5]([C:8]([O:28][CH3:27])=[O:9])[CH2:4][CH2:3]1, predict the reactants needed to synthesize it. The reactants are: [OH:1][C:2]1([C:11]([F:14])([F:13])[F:12])[CH2:7][CH2:6][CH:5]([C:8](O)=[O:9])[CH2:4][CH2:3]1.[H-].[Na+].CI.[CH2:19]1COCC1.CN([CH:27]=[O:28])C.